Dataset: Human liver microsome stability data. Task: Regression/Classification. Given a drug SMILES string, predict its absorption, distribution, metabolism, or excretion properties. Task type varies by dataset: regression for continuous measurements (e.g., permeability, clearance, half-life) or binary classification for categorical outcomes (e.g., BBB penetration, CYP inhibition). Dataset: hlm. (1) The drug is c1nc(N2CCC3CCCCC32)c2cc[nH]c2n1. The result is 1 (stable in human liver microsomes). (2) The compound is CS(=O)(=O)Nc1ccc2c(c1)S(=O)(=O)NC(C1=C(O)[C@@H]3[C@H]4CC[C@H](C4)[C@@H]3N(Cc3ccc(F)cc3F)C1=O)=N2. The result is 0 (unstable in human liver microsomes). (3) The compound is COc1ccc2c(O[C@@H]3C[C@H]4C(=O)N[C@]5(C(=O)NS(=O)(=O)C6CC6)C[C@H]5C=CCCCCC[C@H](NC(=O)c5cnn(C)c5)C(=O)N4C3)cc(OC(C)C)nc2c1C. The result is 0 (unstable in human liver microsomes). (4) The compound is Cc1cc(S(=O)(=O)N=C(N)NN=CC#Cc2ccccc2)c(SCc2ccccc2C)cc1Cl. The result is 0 (unstable in human liver microsomes).